This data is from NCI-60 drug combinations with 297,098 pairs across 59 cell lines. The task is: Regression. Given two drug SMILES strings and cell line genomic features, predict the synergy score measuring deviation from expected non-interaction effect. (1) Drug 2: CN(C)N=NC1=C(NC=N1)C(=O)N. Drug 1: C1=CC(=C2C(=C1NCCNCCO)C(=O)C3=C(C=CC(=C3C2=O)O)O)NCCNCCO. Synergy scores: CSS=53.6, Synergy_ZIP=3.65, Synergy_Bliss=3.36, Synergy_Loewe=-17.8, Synergy_HSA=6.19. Cell line: ACHN. (2) Drug 1: C1=C(C(=O)NC(=O)N1)N(CCCl)CCCl. Drug 2: CCCS(=O)(=O)NC1=C(C(=C(C=C1)F)C(=O)C2=CNC3=C2C=C(C=N3)C4=CC=C(C=C4)Cl)F. Cell line: SF-268. Synergy scores: CSS=19.8, Synergy_ZIP=-0.872, Synergy_Bliss=-0.673, Synergy_Loewe=-29.0, Synergy_HSA=-3.35. (3) Drug 1: C1=CC=C(C=C1)NC(=O)CCCCCCC(=O)NO. Drug 2: C1CN(P(=O)(OC1)NCCCl)CCCl. Cell line: CCRF-CEM. Synergy scores: CSS=32.0, Synergy_ZIP=0.664, Synergy_Bliss=2.51, Synergy_Loewe=-32.3, Synergy_HSA=2.04. (4) Drug 1: CCC1=CC2CC(C3=C(CN(C2)C1)C4=CC=CC=C4N3)(C5=C(C=C6C(=C5)C78CCN9C7C(C=CC9)(C(C(C8N6C)(C(=O)OC)O)OC(=O)C)CC)OC)C(=O)OC.C(C(C(=O)O)O)(C(=O)O)O. Drug 2: C1=CN(C=N1)CC(O)(P(=O)(O)O)P(=O)(O)O. Cell line: A549. Synergy scores: CSS=27.7, Synergy_ZIP=-2.36, Synergy_Bliss=-4.84, Synergy_Loewe=-32.6, Synergy_HSA=-4.16.